This data is from Peptide-MHC class I binding affinity with 185,985 pairs from IEDB/IMGT. The task is: Regression. Given a peptide amino acid sequence and an MHC pseudo amino acid sequence, predict their binding affinity value. This is MHC class I binding data. (1) The peptide sequence is FEYISDAFSL. The MHC is HLA-B40:01 with pseudo-sequence HLA-B40:01. The binding affinity (normalized) is 0.953. (2) The binding affinity (normalized) is 0.819. The peptide sequence is MTDDIGMGV. The MHC is HLA-A02:06 with pseudo-sequence HLA-A02:06. (3) The peptide sequence is MIAGVFFTF. The MHC is HLA-B15:01 with pseudo-sequence HLA-B15:01. The binding affinity (normalized) is 0.970.